Dataset: Forward reaction prediction with 1.9M reactions from USPTO patents (1976-2016). Task: Predict the product of the given reaction. Given the reactants [H-].[Na+].[NH2:3][C:4]1[CH:9]=[C:8]([O:10][C:11]2[CH:12]=[C:13]3[C:17](=[CH:18][CH:19]=2)[NH:16][CH:15]=[CH:14]3)[CH:7]=[CH:6][N:5]=1.[C:20]1([N:26]=[C:27]=[O:28])[CH:25]=[CH:24][CH:23]=[CH:22][CH:21]=1.O, predict the reaction product. The product is: [C:20]1([NH:26][C:27]([N:16]2[C:17]3[C:13](=[CH:12][C:11]([O:10][C:8]4[CH:7]=[CH:6][N:5]=[C:4]([NH2:3])[CH:9]=4)=[CH:19][CH:18]=3)[CH:14]=[CH:15]2)=[O:28])[CH:25]=[CH:24][CH:23]=[CH:22][CH:21]=1.